This data is from Forward reaction prediction with 1.9M reactions from USPTO patents (1976-2016). The task is: Predict the product of the given reaction. (1) The product is: [Cl:2][C:3]1[CH:4]=[C:5]([N:9]2[CH2:14][CH2:13][N:12]([CH2:16][CH2:17][CH2:18][NH:19][C:20](=[O:29])[O:21][CH2:22][C:23]3[CH:28]=[CH:27][CH:26]=[CH:25][CH:24]=3)[CH2:11][CH2:10]2)[CH:6]=[CH:7][CH:8]=1. Given the reactants Cl.[Cl:2][C:3]1[CH:4]=[C:5]([N:9]2[CH2:14][CH2:13][NH:12][CH2:11][CH2:10]2)[CH:6]=[CH:7][CH:8]=1.Br[CH2:16][CH2:17][CH2:18][NH:19][C:20](=[O:29])[O:21][CH2:22][C:23]1[CH:28]=[CH:27][CH:26]=[CH:25][CH:24]=1.C(=O)([O-])[O-].[K+].[K+].O, predict the reaction product. (2) The product is: [CH2:17]([O:10][C:9](=[O:11])[CH2:8][C:5]1[CH:4]=[CH:3][C:2]([SH:1])=[CH:7][CH:6]=1)[CH3:18]. Given the reactants [SH:1][C:2]1[CH:7]=[CH:6][C:5]([CH2:8][C:9]([OH:11])=[O:10])=[CH:4][CH:3]=1.S(=O)(=O)(O)O.[CH2:17](O)[CH3:18], predict the reaction product. (3) Given the reactants Br[C:2]1[CH:7]=[CH:6][CH:5]=[CH:4][C:3]=1[Cl:8].[NH2:9][C:10]1[CH:11]=[C:12]([CH:18]=[CH:19][CH:20]=1)[C:13]([O:15][CH2:16][CH3:17])=[O:14].CC(C)([O-])C.[K+], predict the reaction product. The product is: [Cl:8][C:3]1[CH:4]=[CH:5][CH:6]=[CH:7][C:2]=1[NH:9][C:10]1[CH:11]=[C:12]([CH:18]=[CH:19][CH:20]=1)[C:13]([O:15][CH2:16][CH3:17])=[O:14]. (4) Given the reactants [Cl:1][C:2]1[CH:3]=[N:4][C:5]([N:24]2[CH2:27][CH:26]([O:28][C:29]3[CH:34]=[CH:33][CH:32]=[C:31]([F:35])[CH:30]=3)[CH2:25]2)=[C:6]([CH:23]=1)[C:7]([NH:9][C:10]1([C:13]2[CH:22]=[CH:21][C:16]([C:17]([O:19]C)=[O:18])=[CH:15][N:14]=2)CC1)=[O:8].O.[OH-].[Li+], predict the reaction product. The product is: [Cl:1][C:2]1[CH:3]=[N:4][C:5]([N:24]2[CH2:25][CH:26]([O:28][C:29]3[CH:34]=[CH:33][CH:32]=[C:31]([F:35])[CH:30]=3)[CH2:27]2)=[C:6]([CH:23]=1)[C:7]([NH:9][CH2:10][C:13]1[CH:22]=[CH:21][C:16]([C:17]([OH:19])=[O:18])=[CH:15][N:14]=1)=[O:8]. (5) Given the reactants [C:1]([NH:4][C:5]1[S:6][C:7]([C:11]2[O:15][C:14]([C:16]([OH:18])=O)=[CH:13][CH:12]=2)=[C:8]([CH3:10])[N:9]=1)(=[O:3])[CH3:2].CN(C(ON1N=NC2C=CC=CC1=2)=[N+](C)C)C.[B-](F)(F)(F)F.CCN(C(C)C)C(C)C.[CH:50]1[CH:55]=[CH:54][C:53]([C@H:56]([NH2:59])[CH2:57][OH:58])=[CH:52][CH:51]=1, predict the reaction product. The product is: [C:1]([NH:4][C:5]1[S:6][C:7]([C:11]2[O:15][C:14]([C:16]([NH:59][C@H:56]([C:53]3[CH:54]=[CH:55][CH:50]=[CH:51][CH:52]=3)[CH2:57][OH:58])=[O:18])=[CH:13][CH:12]=2)=[C:8]([CH3:10])[N:9]=1)(=[O:3])[CH3:2].